This data is from Forward reaction prediction with 1.9M reactions from USPTO patents (1976-2016). The task is: Predict the product of the given reaction. (1) Given the reactants C[O:2][C:3]1[CH:21]=[CH:20][C:6]2[NH:7][CH2:8][CH:9]([C:12]3[CH:17]=[CH:16][CH:15]=[C:14]([O:18]C)[CH:13]=3)[CH2:10][O:11][C:5]=2[CH:4]=1.Cl.N1C=CC=CC=1.C[O-].[Na+], predict the reaction product. The product is: [OH:18][C:14]1[CH:13]=[C:12]([CH:9]2[CH2:8][NH:7][C:6]3[CH:20]=[CH:21][C:3]([OH:2])=[CH:4][C:5]=3[O:11][CH2:10]2)[CH:17]=[CH:16][CH:15]=1. (2) The product is: [C:13]([O:17][C:18]([C:20]1([CH2:7][CH:5]=[CH2:6])[CH2:22][CH2:21]1)=[O:19])([CH3:16])([CH3:15])[CH3:14]. Given the reactants C(N[CH:5]([CH3:7])[CH3:6])(C)C.[Li]CCCC.[C:13]([O:17][C:18]([CH:20]1[CH2:22][CH2:21]1)=[O:19])([CH3:16])([CH3:15])[CH3:14].C(Br)C=C.[Cl-].[NH4+], predict the reaction product. (3) Given the reactants [Cl:1][C:2]1[CH:10]=[CH:9][CH:8]=[C:7]2[C:3]=1[CH:4]=[N:5][NH:6]2.[OH-].[K+].[I:13]I.[O-]S([O-])(=S)=O.[Na+].[Na+], predict the reaction product. The product is: [Cl:1][C:2]1[CH:10]=[CH:9][CH:8]=[C:7]2[C:3]=1[C:4]([I:13])=[N:5][NH:6]2. (4) Given the reactants [C:1]([O:5][C:6](=[O:14])[N:7]([CH3:13])[CH2:8][CH2:9][CH2:10][C:11]#[CH:12])([CH3:4])([CH3:3])[CH3:2].[NH2:15][C:16]1[CH:34]=[CH:33][C:19]([C:20]([NH:22][C:23]2[CH:28]=[CH:27][C:26]([O:29][CH3:30])=[C:25]([O:31][CH3:32])[CH:24]=2)=[O:21])=[CH:18][C:17]=1I.C(NCC)C, predict the reaction product. The product is: [C:1]([O:5][C:6](=[O:14])[N:7]([CH2:8][CH2:9][CH2:10][C:11]#[C:12][C:17]1[CH:18]=[C:19]([C:20](=[O:21])[NH:22][C:23]2[CH:28]=[CH:27][C:26]([O:29][CH3:30])=[C:25]([O:31][CH3:32])[CH:24]=2)[CH:33]=[CH:34][C:16]=1[NH2:15])[CH3:13])([CH3:4])([CH3:3])[CH3:2]. (5) Given the reactants [CH2:1]([N:8]1[C:16]2[C:11](=[C:12]([NH:17][C:18]3[N:27]=[CH:26][C:25]([CH:28]4[CH2:30][CH2:29]4)=[CH:24][C:19]=3[C:20]([O:22]C)=[O:21])[CH:13]=[CH:14][CH:15]=2)[CH:10]=[CH:9]1)[C:2]1[CH:7]=[CH:6][CH:5]=[CH:4][CH:3]=1.[OH-].[Na+], predict the reaction product. The product is: [CH2:1]([N:8]1[C:16]2[C:11](=[C:12]([NH:17][C:18]3[N:27]=[CH:26][C:25]([CH:28]4[CH2:30][CH2:29]4)=[CH:24][C:19]=3[C:20]([OH:22])=[O:21])[CH:13]=[CH:14][CH:15]=2)[CH:10]=[CH:9]1)[C:2]1[CH:3]=[CH:4][CH:5]=[CH:6][CH:7]=1.